From a dataset of Catalyst prediction with 721,799 reactions and 888 catalyst types from USPTO. Predict which catalyst facilitates the given reaction. (1) Reactant: [Cl:1][C:2]1[C:3]([F:31])=[C:4]([CH:8]2[C:12]([C:15]3[CH:20]=[CH:19][C:18]([Cl:21])=[CH:17][C:16]=3[F:22])([C:13]#[N:14])[CH:11]([CH2:23][C:24]([CH3:27])([CH3:26])[CH3:25])[NH:10][CH:9]2[C:28](O)=[O:29])[CH:5]=[CH:6][CH:7]=1.CN(C(ON1N=NC2C=CC=NC1=2)=[N+](C)C)C.F[P-](F)(F)(F)(F)F.CCN(C(C)C)C(C)C.[CH2:65]([O:67][C:68](=[O:76])[C:69]1[CH:74]=[CH:73][C:72]([NH2:75])=[CH:71][CH:70]=1)[CH3:66]. Product: [CH2:65]([O:67][C:68](=[O:76])[C:69]1[CH:74]=[CH:73][C:72]([NH:75][C:28]([C@H:9]2[C@H:8]([C:4]3[CH:5]=[CH:6][CH:7]=[C:2]([Cl:1])[C:3]=3[F:31])[C@:12]([C:15]3[CH:20]=[CH:19][C:18]([Cl:21])=[CH:17][C:16]=3[F:22])([C:13]#[N:14])[C@H:11]([CH2:23][C:24]([CH3:27])([CH3:25])[CH3:26])[NH:10]2)=[O:29])=[CH:71][CH:70]=1)[CH3:66]. The catalyst class is: 2. (2) Reactant: [CH3:1][NH:2][C:3]([CH:5]1[NH:10][CH2:9][CH2:8][N:7]([S:11]([C:14]2[S:18][C:17]3[CH:19]=[C:20]([C:23]#[C:24][Si:25]([CH3:28])([CH3:27])[CH3:26])[CH:21]=[CH:22][C:16]=3[CH:15]=2)(=[O:13])=[O:12])[CH2:6]1)=[O:4].[CH3:29][CH:30]1[NH:35][CH2:34][C:33]2[S:36][C:37]([C:39]([O-])=[O:40])=[N:38][C:32]=2[CH2:31]1.[Li+].Cl.C(N=C=NCCCN(C)C)C.ON1C2C=CC=CC=2N=N1. Product: [CH3:1][NH:2][C:3]([CH:5]1[CH2:6][N:7]([S:11]([C:14]2[S:18][C:17]3[CH:19]=[C:20]([C:23]#[C:24][Si:25]([CH3:26])([CH3:28])[CH3:27])[CH:21]=[CH:22][C:16]=3[CH:15]=2)(=[O:13])=[O:12])[CH2:8][CH2:9][N:10]1[C:39]([C:37]1[S:36][C:33]2[CH2:34][NH:35][CH:30]([CH3:29])[CH2:31][C:32]=2[N:38]=1)=[O:40])=[O:4]. The catalyst class is: 454. (3) Reactant: [NH2:1][C@H:2]([C@H:8]1[C@H:12]([NH:13][C:14]([O:16][C:17]([CH3:20])([CH3:19])[CH3:18])=[O:15])[CH2:11][C@H:10]([C:21]([O:23][CH3:24])=[O:22])[C@H:9]1[OH:25])[CH:3]([CH2:6][CH3:7])[CH2:4][CH3:5].[C:26](OC(=O)C)(=[O:28])[CH3:27].C(=O)([O-])[O-].[Na+].[Na+]. Product: [C:26]([NH:1][C@H:2]([C@H:8]1[C@H:12]([NH:13][C:14]([O:16][C:17]([CH3:19])([CH3:20])[CH3:18])=[O:15])[CH2:11][C@H:10]([C:21]([O:23][CH3:24])=[O:22])[C@H:9]1[OH:25])[CH:3]([CH2:4][CH3:5])[CH2:6][CH3:7])(=[O:28])[CH3:27]. The catalyst class is: 93. (4) Reactant: [N:1]1[CH:6]=[CH:5][CH:4]=[C:3]([NH:7][C:8]([C:10]2[C:18]3[C:17]4[CH:19]=[C:20]([N+:23]([O-])=O)[CH:21]=[CH:22][C:16]=4[O:15][C:14]=3[C:13]([O:26][CH3:27])=[CH:12][CH:11]=2)=[O:9])[CH:2]=1.O.NN. Product: [N:1]1[CH:6]=[CH:5][CH:4]=[C:3]([NH:7][C:8]([C:10]2[C:18]3[C:17]4[CH:19]=[C:20]([NH2:23])[CH:21]=[CH:22][C:16]=4[O:15][C:14]=3[C:13]([O:26][CH3:27])=[CH:12][CH:11]=2)=[O:9])[CH:2]=1. The catalyst class is: 227. (5) Reactant: [NH2:1][C:2]1[CH:7]=[CH:6][C:5]([N+:8]([O-:10])=[O:9])=[CH:4][N:3]=1.[Cl:11][CH2:12][C:13](Cl)=[O:14]. Product: [Cl:11][CH2:12][C:13]([NH:1][C:2]1[CH:7]=[CH:6][C:5]([N+:8]([O-:10])=[O:9])=[CH:4][N:3]=1)=[O:14]. The catalyst class is: 1.